Dataset: Full USPTO retrosynthesis dataset with 1.9M reactions from patents (1976-2016). Task: Predict the reactants needed to synthesize the given product. (1) Given the product [C:38]([NH:10][CH:11]1[CH2:12][CH2:13][N:14]([S:17]([C:20]2[CH:36]=[CH:35][C:23]([C:24]([NH:26][CH2:27][CH2:28][C:29]3[CH:30]=[CH:31][CH:32]=[CH:33][CH:34]=3)=[O:25])=[C:22]([F:37])[CH:21]=2)(=[O:18])=[O:19])[CH2:15][CH2:16]1)(=[O:41])[CH:39]=[CH2:40], predict the reactants needed to synthesize it. The reactants are: C(N(C(C)C)CC)(C)C.[NH2:10][CH:11]1[CH2:16][CH2:15][N:14]([S:17]([C:20]2[CH:36]=[CH:35][C:23]([C:24]([NH:26][CH2:27][CH2:28][C:29]3[CH:34]=[CH:33][CH:32]=[CH:31][CH:30]=3)=[O:25])=[C:22]([F:37])[CH:21]=2)(=[O:19])=[O:18])[CH2:13][CH2:12]1.[C:38](Cl)(=[O:41])[CH:39]=[CH2:40]. (2) The reactants are: [CH3:1][O:2][C:3]1[CH:8]=[CH:7][C:6]([CH2:9][O:10][C:11]2[CH:16]=[CH:15][C:14]([CH:17]([C:22]#[C:23][CH3:24])[CH2:18][C:19](O)=[O:20])=[CH:13][CH:12]=2)=[CH:5][CH:4]=1.C(C1NC=CN=1)(C1NC=CN=1)=O.C1COCC1.[NH2:42][C:43]1[S:44][CH:45]=[CH:46][N:47]=1. Given the product [S:44]1[CH:45]=[CH:46][N:47]=[C:43]1[NH:42][C:19](=[O:20])[CH2:18][CH:17]([C:14]1[CH:15]=[CH:16][C:11]([O:10][CH2:9][C:6]2[CH:5]=[CH:4][C:3]([O:2][CH3:1])=[CH:8][CH:7]=2)=[CH:12][CH:13]=1)[C:22]#[C:23][CH3:24], predict the reactants needed to synthesize it. (3) Given the product [CH2:14]([O:13][CH:12]([CH:11]=[O:10])[C:3]([O:5][CH2:6][CH3:7])=[O:4])[C:15]1[CH:20]=[CH:19][CH:18]=[CH:17][CH:16]=1, predict the reactants needed to synthesize it. The reactants are: [H-].[Na+].[CH:3]([O:5][CH2:6][CH3:7])=[O:4].C([O:10][C:11](=O)[CH2:12][O:13][CH2:14][C:15]1[CH:20]=[CH:19][CH:18]=[CH:17][CH:16]=1)C. (4) Given the product [F:2][C:3]1[CH:8]=[CH:7][C:6]([C:9]2[N:10]=[C:11]([C@H:14]3[CH2:15][C:16]4[C:24]5[C:19](=[CH:20][CH:21]=[CH:22][CH:23]=5)[NH:18][C:17]=4[CH:28]([C:27]([O:31][CH3:32])=[O:30])[NH:25]3)[NH:12][CH:13]=2)=[CH:5][CH:4]=1, predict the reactants needed to synthesize it. The reactants are: Cl.[F:2][C:3]1[CH:8]=[CH:7][C:6]([C:9]2[N:10]=[C:11]([C@H:14]([NH2:25])[CH2:15][C:16]3[C:24]4[C:19](=[CH:20][CH:21]=[CH:22][CH:23]=4)[NH:18][CH:17]=3)[NH:12][CH:13]=2)=[CH:5][CH:4]=1.O.[C:27]([OH:31])(=[O:30])[CH:28]=O.[CH3:32]O.